From a dataset of Drug-target binding data from BindingDB using IC50 measurements. Regression. Given a target protein amino acid sequence and a drug SMILES string, predict the binding affinity score between them. We predict pIC50 (pIC50 = -log10(IC50 in M); higher means more potent). Dataset: bindingdb_ic50. (1) The compound is COc1ccc(C(=O)N[C@@H](CC(=O)O)c2ccccc2C)cc1-c1ccccc1. The target protein (P10619) has sequence MIRAAPPPLFLLLLLLLLLVSWASRGEAAPDQDEIQRLPGLAKQPSFRQYSGYLKGSGSKHLHYWFVESQKDPENSPVVLWLNGGPGCSSLDGLLTEHGPFLVQPDGVTLEYNPYSWNLIANVLYLESPAGVGFSYSDDKFYATNDTEVAQSNFEALQDFFRLFPEYKNNKLFLTGESYAGIYIPTLAVLVMQDPSMNLQGLAVGNGLSSYEQNDNSLVYFAYYHGLLGNRLWSSLQTHCCSQNKCNFYDNKDLECVTNLQEVARIVGNSGLNIYNLYAPCAGGVPSHFRYEKDTVVVQDLGNIFTRLPLKRMWHQALLRSGDKVRMDPPCTNTTAASTYLNNPYVRKALNIPEQLPQWDMCNFLVNLQYRRLYRSMNSQYLKLLSSQKYQILLYNGDVDMACNFMGDEWFVDSLNQKMEVQRRPWLVKYGDSGEQIAGFVKEFSHIAFLTIKGAGHMVPTDKPLAAFTMFSRFLNKQPY. The pIC50 is 6.4. (2) The compound is O=C(NCc1[nH]nc2c1CCCCC2)C(=O)Nc1ccc(Cl)c(F)c1. The target protein (P35961) has sequence MRATEIRKNYQHLWKGGTLLLGMLMICSAAEQLWVTVYYGVPVWKEATTTLFCASDAKAYDTEVHNVWATHACVPTDPNPQEVKLENVTENFNMWKNNMVEQMHEDIISLWDQSLKPCVKLTPLCVTLNCTDLRNATNTTSSSWETMEKGEIKNCSFNITTSIRDKVQKEYALFYNLDVVPIDNASYRLISCNTSVITQACPKVSFEPIPIHYCAPAGFAILKCNDKKFNGTGPCTNVSTVQCTHGIRPVVSTQLLLNGSLAEEEIVIRSENFTNNAKTIIVQLNESVVINCTRPNNNTRKSINIGPGRALYTTGEIIGDIRQAHCNLSKTQWENTLEQIAIKLKEQFGNNKTIIFNPSSGGDPEIVTHSFNCGGEFFYCNSTQLFTWNDTRKLNNTGRNITLPCRIKQIINMWQEVGKAMYAPPIRGQIRCSSNITGLLLTRDGGKDTNGTEIFRPGGGDMRDNWRSELYKYKVVKIEPLGVAPTKAKRRVVQREKRAV.... The pIC50 is 4.0. (3) The drug is OCC[C@H]1N[C@H](CO)[C@@H](O)[C@@H]1O. The target protein (Q4FZV0) has sequence MHLHLLFLLALCGAGCMAAGPSYSLRGSWRVSNGNSSLELPATVPGYVHSALQQHGLIQDPYYRFNDLNYRWISLDNWTYSTEFKIPFNRSEWQKVKLIFDGVDTVAEILFNNVTIGKTDNMFTRYSFDVTNVVKDVNSLKLRFQSAVQYAECQSKAHTQYRVPPECPPVEQKGECHVNFIRKEQCSFSWDWGPSFPSQGIWKDVRIEAYNIAHLDHLTFLPLYDNTSQAWTIEIEASFDVVSTKPVGGQVTIAIPELKTQQANHIELQHGQRIVKLLVKIRKDVTVETWWPHGHGNQTGYNTTILFALDGGLKIEKAAKVYFRTVQLIEEPITGSPGLSFYFKINGLPIFLKGSNWIPADSFQDKVTSELLQLLLQSAVDANMNTLRVWGGGIYEQDEFYALCDELGIMVWQDFMFASALYPTEPGFLESVRKEVTYQVRRLKSHPSVIIWSGNNENEVALRVNWFHVNPRDLGTYINDYVTLYVKTIREIVLSEDRSR.... The pIC50 is 3.5. (4) The drug is COc1ccc2c(OCc3nnc4ncc(-c5ccccc5)nn34)ccnc2c1. The target protein (F6ZDS4) has sequence MTSGGSASRSGHRGVPMTSRGFDGSRRGSLRRAGARETASEAADGAAPAAGLRASPCSLASPSAAAAVAAIPADMAAVLQQVLERPELNKLPKSTQNKLEKFLAEQQSEIDCLKGRHEKFKVESEQQYFEIEKRLSQSQERLVTETRECQNLRLELEKLNNQVKVLTEKTKELETAQDRNLGIQSQFTRAKEELEAEKRDLIRTNERLSQEVEYLTEDVKRLNEKLKESNTTKGELQLKLDELQASDVAVKYREKRLEQEKELLHNQNSWLNTELKTKTDELLALGREKGNEILELKCNLENKKEEVLRLEEQMNGLKTSNEHLQKHVEDLLTKLKEAKEQQASMEEKFHNELNAHIKLSNLYKSAADDSEAKSNELTRAVDELHKLLKEAGEANKTIQDHLLQVEESKDQMEKEMLEKIGKLEKELENANDLLSATKRKGAILSEEELAAMSPTAAAVAKIVKPGMKLTELYNAYVETQDQLLLEKQENKRINKYLDEI.... The pIC50 is 7.1.